From a dataset of Forward reaction prediction with 1.9M reactions from USPTO patents (1976-2016). Predict the product of the given reaction. (1) The product is: [CH3:40][O:39][C:37](=[O:38])[C:36]([NH:1][C:2]1[CH:3]=[C:4]([C:8]2[N:17]=[C:16]([NH:18][C:19]3[CH:20]=[C:21]4[C:25](=[CH:26][CH:27]=3)[N:24]([C:28]([O:30][C:31]([CH3:34])([CH3:33])[CH3:32])=[O:29])[N:23]=[CH:22]4)[C:15]3[C:10](=[CH:11][CH:12]=[CH:13][CH:14]=3)[N:9]=2)[CH:5]=[CH:6][CH:7]=1)=[O:41]. Given the reactants [NH2:1][C:2]1[CH:3]=[C:4]([C:8]2[N:17]=[C:16]([NH:18][C:19]3[CH:20]=[C:21]4[C:25](=[CH:26][CH:27]=3)[N:24]([C:28]([O:30][C:31]([CH3:34])([CH3:33])[CH3:32])=[O:29])[N:23]=[CH:22]4)[C:15]3[C:10](=[CH:11][CH:12]=[CH:13][CH:14]=3)[N:9]=2)[CH:5]=[CH:6][CH:7]=1.Cl[C:36](=[O:41])[C:37]([O:39][CH3:40])=[O:38].CCN(CC)CC, predict the reaction product. (2) Given the reactants [NH:1]1[CH:5]=[CH:4][N:3]=[N:2]1.Cl[C:7]1[N:12]=[C:11]([NH:13][C:14]2[N:19]=[CH:18][C:17]3[N:20]=[C:21]([CH3:26])[N:22]([CH:23]([CH3:25])[CH3:24])[C:16]=3[CH:15]=2)[CH:10]=[CH:9][N:8]=1.C(=O)([O-])[O-].[K+].[K+].CN1CCCC1=O, predict the reaction product. The product is: [N:1]1[N:2]([C:7]2[N:12]=[C:11]([NH:13][C:14]3[N:19]=[CH:18][C:17]4[N:20]=[C:21]([CH3:26])[N:22]([CH:23]([CH3:24])[CH3:25])[C:16]=4[CH:15]=3)[CH:10]=[CH:9][N:8]=2)[N:3]=[CH:4][CH:5]=1. (3) Given the reactants Cl[C:2]1[C:11]([C:12]2[CH:17]=[CH:16][CH:15]=[CH:14][CH:13]=2)=[C:10]([Cl:18])[C:9]2[C:4](=[CH:5][CH:6]=[C:7]([C:19]([C:31]3[N:35]([CH3:36])[CH:34]=[N:33][CH:32]=3)([C:21]3[CH:22]=[N:23][C:24]([C:27]([F:30])([F:29])[F:28])=[CH:25][CH:26]=3)[OH:20])[CH:8]=2)[N:3]=1.[F:37][C:38]([F:42])([F:41])[CH2:39][OH:40].C1(C)C=CC=CC=1.[H-].[Na+], predict the reaction product. The product is: [Cl:18][C:10]1[C:9]2[C:4](=[CH:5][CH:6]=[C:7]([C:19]([C:31]3[N:35]([CH3:36])[CH:34]=[N:33][CH:32]=3)([C:21]3[CH:22]=[N:23][C:24]([C:27]([F:29])([F:30])[F:28])=[CH:25][CH:26]=3)[OH:20])[CH:8]=2)[N:3]=[C:2]([O:40][CH2:39][C:38]([F:42])([F:41])[F:37])[C:11]=1[C:12]1[CH:13]=[CH:14][CH:15]=[CH:16][CH:17]=1. (4) Given the reactants [CH2:1]([N:5]([S:32]([C:35]1[CH:40]=[CH:39][C:38]([CH3:41])=[CH:37][CH:36]=1)(=[O:34])=[O:33])[C@H:6]([C:29]([OH:31])=[O:30])[CH2:7][CH2:8][CH2:9][CH2:10][NH:11][C:12]([O:14][CH2:15][CH:16]1[C:28]2[CH:27]=[CH:26][CH:25]=[CH:24][C:23]=2[C:22]2[C:17]1=[CH:18][CH:19]=[CH:20][CH:21]=2)=[O:13])[CH:2]([CH3:4])[CH3:3].[N+](=[CH2:44])=[N-], predict the reaction product. The product is: [CH3:44][O:30][C:29](=[O:31])[C@H:6]([CH2:7][CH2:8][CH2:9][CH2:10][NH:11][C:12]([O:14][CH2:15][CH:16]1[C:28]2[CH:27]=[CH:26][CH:25]=[CH:24][C:23]=2[C:22]2[C:17]1=[CH:18][CH:19]=[CH:20][CH:21]=2)=[O:13])[N:5]([CH2:1][CH:2]([CH3:3])[CH3:4])[S:32]([C:35]1[CH:36]=[CH:37][C:38]([CH3:41])=[CH:39][CH:40]=1)(=[O:33])=[O:34].